Dataset: Full USPTO retrosynthesis dataset with 1.9M reactions from patents (1976-2016). Task: Predict the reactants needed to synthesize the given product. The reactants are: Br[C:2]1[N:6]([CH:7]([CH3:9])[CH3:8])[C:5]2[CH:10]([C:22]3[CH:29]=[CH:28][C:25]([C:26]#[N:27])=[CH:24][CH:23]=3)[N:11]([C:14]3[CH:19]=[CH:18][CH:17]=[C:16]([Cl:20])[C:15]=3[F:21])[C:12](=[O:13])[C:4]=2[CH:3]=1.[CH3:30][O:31][C:32]1[N:37]=[C:36]([O:38][CH3:39])[C:35](B(O)O)=[CH:34][N:33]=1.BrC1N(C(C)C)C2C(C3C=CC(Cl)=CC=3)N(C3C=C(Cl)C=CC=3C)C(=O)C=2C=1.C(C1C=CC(OC)=C(B(O)O)C=1)#N. Given the product [Cl:20][C:16]1[C:15]([F:21])=[C:14]([N:11]2[C:12](=[O:13])[C:4]3[CH:3]=[C:2]([C:35]4[C:36]([O:38][CH3:39])=[N:37][C:32]([O:31][CH3:30])=[N:33][CH:34]=4)[N:6]([CH:7]([CH3:9])[CH3:8])[C:5]=3[CH:10]2[C:22]2[CH:29]=[CH:28][C:25]([C:26]#[N:27])=[CH:24][CH:23]=2)[CH:19]=[CH:18][CH:17]=1, predict the reactants needed to synthesize it.